This data is from Forward reaction prediction with 1.9M reactions from USPTO patents (1976-2016). The task is: Predict the product of the given reaction. (1) Given the reactants [O:1]=[C:2]1[C:11]2[NH:12][CH:13]=[C:14]([C:15]([OH:17])=O)[C:10]=2[C:9]2[CH:8]=[CH:7][CH:6]=[CH:5][C:4]=2[NH:3]1.[CH3:18][N:19]1CCOCC1.Cl.CN, predict the reaction product. The product is: [CH3:18][NH:19][C:15]([C:14]1[C:10]2[C:9]3[CH:8]=[CH:7][CH:6]=[CH:5][C:4]=3[NH:3][C:2](=[O:1])[C:11]=2[NH:12][CH:13]=1)=[O:17]. (2) Given the reactants CS([C:5]1[N:10]=[C:9]([C:11]([F:14])([F:13])[F:12])[C:8]([C:15]([O:17][CH2:18][CH3:19])=[O:16])=[CH:7][CH:6]=1)(=O)=O.[C-:20]#[N:21].[K+], predict the reaction product. The product is: [C:20]([C:5]1[N:10]=[C:9]([C:11]([F:14])([F:13])[F:12])[C:8]([C:15]([O:17][CH2:18][CH3:19])=[O:16])=[CH:7][CH:6]=1)#[N:21]. (3) Given the reactants [O:1]1[C:5]2[CH:6]=[CH:7][C:8]([CH2:10][CH2:11][O:12][CH2:13][C:14]([OH:16])=O)=[CH:9][C:4]=2[CH:3]=[CH:2]1.C(N1C=CN=C1)(N1C=CN=C1)=O.[NH:29]1[CH2:33][CH2:32][CH:31]([OH:34])[CH2:30]1.Cl, predict the reaction product. The product is: [O:1]1[C:5]2[CH:6]=[CH:7][C:8]([CH2:10][CH2:11][O:12][CH2:13][C:14]([N:29]3[CH2:33][CH2:32][CH:31]([OH:34])[CH2:30]3)=[O:16])=[CH:9][C:4]=2[CH:3]=[CH:2]1. (4) Given the reactants [CH2:1]([O:3][C:4](=[O:11])[CH2:5][C:6]([O:8][CH2:9][CH3:10])=[O:7])[CH3:2].C(O)C.[O-]CC.[Na+].Br[CH2:20]/[CH:21]=[CH:22]/[CH2:23]Br.[OH-].[Na+], predict the reaction product. The product is: [CH2:1]([O:3][C:4]([C:5]1([C:6]([O:8][CH2:9][CH3:10])=[O:7])[CH2:23][CH:22]1[CH:21]=[CH2:20])=[O:11])[CH3:2]. (5) Given the reactants Cl.[NH2:2][CH2:3][CH2:4][CH:5]([O:7][C:8]1[CH:13]=[C:12]([F:14])[CH:11]=[CH:10][C:9]=1[NH:15][C:16]1[C:17]2[C:24]([CH3:25])=[C:23]([C:26]([O:28][CH3:29])=[O:27])[S:22][C:18]=2[N:19]=[CH:20][N:21]=1)[CH3:6].C(N(CC)CC)C.[CH3:37][S:38](Cl)(=[O:40])=[O:39].CO, predict the reaction product. The product is: [F:14][C:12]1[CH:11]=[CH:10][C:9]([NH:15][C:16]2[C:17]3[C:24]([CH3:25])=[C:23]([C:26]([O:28][CH3:29])=[O:27])[S:22][C:18]=3[N:19]=[CH:20][N:21]=2)=[C:8]([O:7][CH:5]([CH2:4][CH2:3][NH:2][S:38]([CH3:37])(=[O:40])=[O:39])[CH3:6])[CH:13]=1. (6) Given the reactants [Cl:1][C:2]1[CH:21]=[CH:20][C:5]([CH2:6][N:7]2[CH:12]=[N:11][C:10]([N:13]3[CH2:18][CH2:17][NH:16][CH2:15][CH2:14]3)=[N:9][C:8]2=[O:19])=[CH:4][CH:3]=1.[O:22]1[CH2:27][CH2:26][C:25](=O)[CH2:24][CH2:23]1, predict the reaction product. The product is: [Cl:1][C:2]1[CH:21]=[CH:20][C:5]([CH2:6][N:7]2[CH:12]=[N:11][C:10]([N:13]3[CH2:18][CH2:17][N:16]([CH:25]4[CH2:26][CH2:27][O:22][CH2:23][CH2:24]4)[CH2:15][CH2:14]3)=[N:9][C:8]2=[O:19])=[CH:4][CH:3]=1. (7) Given the reactants C([O:3][C:4]([C:6]1[CH:7]=[C:8]([CH:14]=[CH:15][CH:16]=1)[O:9][CH2:10][C:11]([OH:13])=O)=[O:5])C.[C@@H:17]1([NH2:21])[CH2:19][C@@H:18]1[NH2:20], predict the reaction product. The product is: [C@@H:17]1([NH:21][C:11](=[O:13])[CH2:10][O:9][C:8]2[CH:7]=[C:6]([CH:16]=[CH:15][CH:14]=2)[C:4]([OH:3])=[O:5])[CH2:19][C@@H:18]1[NH:20][C:11](=[O:13])[CH2:10][O:9][C:8]1[CH:7]=[C:6]([CH:16]=[CH:15][CH:14]=1)[C:4]([OH:5])=[O:3].